Dataset: Forward reaction prediction with 1.9M reactions from USPTO patents (1976-2016). Task: Predict the product of the given reaction. The product is: [Cl:1][C:2]1[N:7]=[C:6]([C:10]2[CH:15]=[CH:14][CH:13]=[CH:12][CH:11]=2)[CH:5]=[C:4]([C:19]2[CH:24]=[CH:23][CH:22]=[CH:21][CH:20]=2)[N:3]=1. Given the reactants [Cl:1][C:2]1[N:7]=[C:6](Cl)[CH:5]=[C:4](Cl)[N:3]=1.[C:10]1(B(O)O)[CH:15]=[CH:14][CH:13]=[CH:12][CH:11]=1.[C:19]1(P([C:19]2[CH:24]=[CH:23][CH:22]=[CH:21][CH:20]=2)[C:19]2[CH:24]=[CH:23][CH:22]=[CH:21][CH:20]=2)[CH:24]=[CH:23][CH:22]=[CH:21][CH:20]=1.C([O-])([O-])=O.[Na+].[Na+], predict the reaction product.